Dataset: Forward reaction prediction with 1.9M reactions from USPTO patents (1976-2016). Task: Predict the product of the given reaction. (1) Given the reactants [H-].[Al+3].[Li+].[H-].[H-].[H-].[CH2:7]([C:9]1([C:14]2[CH:15]=[C:16]([CH2:20][CH2:21][C:22]3[CH:23]=[C:24]([C:32](OC)=[O:33])[C:25](=[CH:30][CH:31]=3)[C:26](OC)=[O:27])[CH:17]=[CH:18][CH:19]=2)[O:13][CH2:12][CH2:11][O:10]1)[CH3:8].O.C(=O)([O-])[O-].[Na+].[Na+], predict the reaction product. The product is: [CH2:7]([C:9]1([C:14]2[CH:15]=[C:16]([CH2:20][CH2:21][C:22]3[CH:31]=[CH:30][C:25]([CH2:26][OH:27])=[C:24]([CH2:32][OH:33])[CH:23]=3)[CH:17]=[CH:18][CH:19]=2)[O:10][CH2:11][CH2:12][O:13]1)[CH3:8]. (2) Given the reactants [C:1]([N:3]=[C:4]([N:26]1[CH2:31][CH2:30][N:29]([C:32]2[CH:37]=[N:36][C:35]([C:38]([O:40]C)=[O:39])=[CH:34][N:33]=2)[CH2:28][CH:27]1[CH:42]([CH3:44])[CH3:43])[NH:5][C:6]1[CH:15]=[CH:14][CH:13]=[C:12]2[C:7]=1[CH2:8][CH2:9][N:10]([C:16]([O:18][CH2:19][C:20]1[CH:25]=[CH:24][CH:23]=[CH:22][CH:21]=1)=[O:17])[CH2:11]2)#[N:2].[OH-].[Li+:46], predict the reaction product. The product is: [CH2:19]([O:18][C:16]([N:10]1[CH2:9][CH2:8][C:7]2[C:12](=[CH:13][CH:14]=[CH:15][C:6]=2[NH:5][C:4]([N:26]2[CH2:31][CH2:30][N:29]([C:32]3[N:33]=[CH:34][C:35]([C:38]([O-:40])=[O:39])=[N:36][CH:37]=3)[CH2:28][CH:27]2[CH:42]([CH3:44])[CH3:43])=[N:3][C:1]#[N:2])[CH2:11]1)=[O:17])[C:20]1[CH:21]=[CH:22][CH:23]=[CH:24][CH:25]=1.[Li+:46].